Dataset: HIV replication inhibition screening data with 41,000+ compounds from the AIDS Antiviral Screen. Task: Binary Classification. Given a drug SMILES string, predict its activity (active/inactive) in a high-throughput screening assay against a specified biological target. The compound is C[n+]1c2ccccc2n2c3ccccc3c(NCc3ccco3)c(C#N)c21.Cc1ccc(S(=O)(=O)[O-])cc1. The result is 0 (inactive).